From a dataset of Peptide-MHC class II binding affinity with 134,281 pairs from IEDB. Regression. Given a peptide amino acid sequence and an MHC pseudo amino acid sequence, predict their binding affinity value. This is MHC class II binding data. The peptide sequence is AEEVKVIPAGELQVI. The MHC is HLA-DQA10301-DQB10302 with pseudo-sequence HLA-DQA10301-DQB10302. The binding affinity (normalized) is 0.503.